Task: Predict the product of the given reaction.. Dataset: Forward reaction prediction with 1.9M reactions from USPTO patents (1976-2016) (1) Given the reactants [Mg].N#N.[Mg].C1COCC1.II.[Br:12][C:13]1[CH:18]=[CH:17][C:16]([C:19]2[CH:24]=[CH:23][CH:22]=[CH:21][CH:20]=2)=[CH:15][CH:14]=1.[CH2:25]([C@H:27]1[O:29][CH2:28]1)[Cl:26].Cl, predict the reaction product. The product is: [Br:12][C:13]1[CH:14]=[CH:15][C:16]([C:19]2[CH:24]=[CH:23][CH:22]=[CH:21][CH:20]=2)=[CH:17][CH:18]=1.[C:16]1([C:19]2[CH:24]=[CH:23][CH:22]=[CH:21][CH:20]=2)[CH:17]=[CH:18][C:13]([CH2:28][C@H:27]([OH:29])[CH2:25][Cl:26])=[CH:14][CH:15]=1. (2) Given the reactants [C:1]([O:5][C:6](=[O:30])[N:7]([C:9]([C:22]1[CH:27]=[CH:26][C:25]([Cl:28])=[C:24]([Cl:29])[CH:23]=1)([CH2:15][NH:16][C:17](=[O:21])[CH2:18][CH2:19][CH3:20])[CH2:10][CH:11]([OH:14])CO)[CH3:8])([CH3:4])([CH3:3])[CH3:2].I([O-])(=O)(=O)=O.[Na+], predict the reaction product. The product is: [C:1]([O:5][C:6](=[O:30])[N:7]([C:9]([C:22]1[CH:27]=[CH:26][C:25]([Cl:28])=[C:24]([Cl:29])[CH:23]=1)([CH2:15][NH:16][C:17](=[O:21])[CH2:18][CH2:19][CH3:20])[CH2:10][CH:11]=[O:14])[CH3:8])([CH3:2])([CH3:3])[CH3:4]. (3) Given the reactants C[O:2][C:3](=[O:18])[C:4]1[CH:9]=[CH:8][C:7]([N:10]2[CH2:15][CH2:14][S:13](=[O:17])(=[O:16])[CH2:12][CH2:11]2)=[N:6][CH:5]=1.[OH-].[K+], predict the reaction product. The product is: [O:17]=[S:13]1(=[O:16])[CH2:12][CH2:11][N:10]([C:7]2[CH:8]=[CH:9][C:4]([C:3]([OH:18])=[O:2])=[CH:5][N:6]=2)[CH2:15][CH2:14]1. (4) Given the reactants Cl[C:2]1[N:7]=[C:6]([O:8][C:9]2[CH:34]=[CH:33][CH:32]=[CH:31][C:10]=2[CH2:11][NH:12][C:13]([NH:15][C:16]2[N:20]([C:21]3[CH:26]=[CH:25][C:24]([CH3:27])=[CH:23][CH:22]=3)[N:19]=[C:18]([CH:28]3[CH2:30][CH2:29]3)[CH:17]=2)=[O:14])[CH:5]=[CH:4][N:3]=1.[NH:35]1[CH2:40][CH2:39][O:38][CH2:37][CH2:36]1, predict the reaction product. The product is: [O:38]1[CH2:39][CH2:40][N:35]([C:2]2[N:7]=[C:6]([O:8][C:9]3[CH:34]=[CH:33][CH:32]=[CH:31][C:10]=3[CH2:11][NH:12][C:13]([NH:15][C:16]3[N:20]([C:21]4[CH:26]=[CH:25][C:24]([CH3:27])=[CH:23][CH:22]=4)[N:19]=[C:18]([CH:28]4[CH2:29][CH2:30]4)[CH:17]=3)=[O:14])[CH:5]=[CH:4][N:3]=2)[CH2:36][CH2:37]1. (5) Given the reactants [F:1][C:2]1[CH:3]=[C:4]([OH:9])[CH:5]=[CH:6][C:7]=1[F:8].F[C:11]1[CH:16]=[CH:15][C:14]([F:17])=[CH:13][C:12]=1[N+:18]([O-:20])=[O:19].[F:21][C:22]1[CH:23]=[C:24]([CH:34]=[CH:35][C:36]=1[F:37])[O:25][C:26]1[CH:32]=[CH:31][C:30]([F:33])=[CH:29][C:27]=1[NH2:28].[NH2:38][C:39]1[S:40][CH:41]=[CH:42][N:43]=1, predict the reaction product. The product is: [F:1][C:2]1[CH:3]=[C:4]([CH:5]=[CH:6][C:7]=1[F:8])[O:9][C:11]1[CH:16]=[CH:15][C:14]([F:17])=[CH:13][C:12]=1[N+:18]([O-:20])=[O:19].[F:21][C:22]1[CH:23]=[C:24]([CH:34]=[CH:35][C:36]=1[F:37])[O:25][C:26]1[CH:32]=[CH:31][C:30]([F:33])=[CH:29][C:27]=1[NH:28][C:4]([NH:38][C:39]1[S:40][CH:41]=[CH:42][N:43]=1)=[O:9].